From a dataset of Full USPTO retrosynthesis dataset with 1.9M reactions from patents (1976-2016). Predict the reactants needed to synthesize the given product. (1) Given the product [C:1]([N:4]1[C:12]2[C:7](=[CH:8][CH:9]=[C:10]([F:13])[CH:11]=2)[C:6](=[C:23]([OH:24])[C:22]2[CH:26]=[CH:27][CH:28]=[C:20]([CH2:19][NH:18][C:15](=[O:17])[CH3:16])[CH:21]=2)[C:5]1=[O:14])(=[O:3])[CH3:2], predict the reactants needed to synthesize it. The reactants are: [C:1]([N:4]1[C:12]2[C:7](=[CH:8][CH:9]=[C:10]([F:13])[CH:11]=2)[CH2:6][C:5]1=[O:14])(=[O:3])[CH3:2].[C:15]([NH:18][CH2:19][C:20]1[CH:21]=[C:22]([CH:26]=[CH:27][CH:28]=1)[C:23](O)=[O:24])(=[O:17])[CH3:16]. (2) Given the product [NH2:13][C:12]1[N:8]([CH2:7][C:4]2[CH:5]=[CH:6][N:1]=[CH:2][CH:3]=2)[C:9](=[S:10])[NH:11][C:15](=[O:16])[CH:14]=1, predict the reactants needed to synthesize it. The reactants are: [N:1]1[CH:6]=[CH:5][C:4]([CH2:7][NH:8][C:9]([NH2:11])=[S:10])=[CH:3][CH:2]=1.[C:12]([CH2:14][C:15](OCC)=[O:16])#[N:13]. (3) Given the product [CH3:1][O:2][C:3](=[O:19])[C:4]1[C:9]([NH:10][C:11]2[CH:16]=[CH:15][CH:14]=[CH:13][C:12]=2[F:17])=[CH:8][N:7]=[CH:6][C:5]=1[C:22]1[CH:23]=[CH:24][CH:25]=[CH:26][C:21]=1[F:20], predict the reactants needed to synthesize it. The reactants are: [CH3:1][O:2][C:3](=[O:19])[C:4]1[C:9]([NH:10][C:11]2[CH:16]=[CH:15][CH:14]=[CH:13][C:12]=2[F:17])=[CH:8][N:7]=[CH:6][C:5]=1Br.[F:20][C:21]1[CH:26]=[CH:25][CH:24]=[CH:23][C:22]=1B(O)O.COC1C=CC=C(OC)C=1C1C=CC=CC=1P(C1CCCCC1)C1CCCCC1.C([O-])([O-])=O.[K+].[K+]. (4) Given the product [Cl:10][C:11]1[CH:16]=[CH:15][C:14]([O:1][C@@H:2]([CH:7]([CH3:9])[CH3:8])[C:3]([O:5][CH3:6])=[O:4])=[CH:13][C:12]=1[CH3:18], predict the reactants needed to synthesize it. The reactants are: [OH:1][C@H:2]([CH:7]([CH3:9])[CH3:8])[C:3]([O:5][CH3:6])=[O:4].[Cl:10][C:11]1[CH:16]=[CH:15][C:14](O)=[CH:13][C:12]=1[CH3:18]. (5) Given the product [C:11]([O:15][C:16]([NH:18][C@@:19]1([C:34]([O:36][C:37]([CH3:40])([CH3:39])[CH3:38])=[O:35])[C@H:24]([O:25][CH2:5][C:4]2[CH:7]=[CH:8][C:9]([Cl:10])=[C:2]([Cl:1])[CH:3]=2)[C@H:23]([OH:26])[C@@H:22]2[C@H:20]1[C@H:21]2[C:27]([O:29][C:30]([CH3:32])([CH3:31])[CH3:33])=[O:28])=[O:17])([CH3:14])([CH3:12])[CH3:13], predict the reactants needed to synthesize it. The reactants are: [Cl:1][C:2]1[CH:3]=[C:4]([CH:7]=[CH:8][C:9]=1[Cl:10])[CH2:5]Br.[C:11]([O:15][C:16]([NH:18][C@@:19]1([C:34]([O:36][C:37]([CH3:40])([CH3:39])[CH3:38])=[O:35])[C@H:24]([OH:25])[C@H:23]([OH:26])[C@@H:22]2[C@H:20]1[C@H:21]2[C:27]([O:29][C:30]([CH3:33])([CH3:32])[CH3:31])=[O:28])=[O:17])([CH3:14])([CH3:13])[CH3:12]. (6) Given the product [C:21]([O:20][C:18]([N:34]1[C:35]2([CH2:44][O:43][CH2:42][CH2:41][O:40][CH2:39]2)[C:36](=[O:38])[NH:37][CH:32]([C:29]2[CH:30]=[CH:31][C:26]([F:25])=[CH:27][CH:28]=2)[CH2:33]1)=[O:19])([CH3:22])([CH3:23])[CH3:24], predict the reactants needed to synthesize it. The reactants are: CCN(C(C)C)C(C)C.[C:21]([O:20][C:18](O[C:18]([O:20][C:21]([CH3:24])([CH3:23])[CH3:22])=[O:19])=[O:19])([CH3:24])([CH3:23])[CH3:22].[F:25][C:26]1[CH:31]=[CH:30][C:29]([CH:32]2[NH:37][C:36](=[O:38])[C:35]3([CH2:44][O:43][CH2:42][CH2:41][O:40][CH2:39]3)[NH:34][CH2:33]2)=[CH:28][CH:27]=1.